From a dataset of Full USPTO retrosynthesis dataset with 1.9M reactions from patents (1976-2016). Predict the reactants needed to synthesize the given product. (1) Given the product [OH:21][C@H:19]1[CH2:18][CH2:17][C@@:16]2([CH3:22])[C@@H:15]([CH2:14][CH2:13][C@@H:12]3[C@@H:11]2[CH2:10][CH2:9][C@@:8]2([CH3:23])[C@H:7]3[CH2:6][CH2:5][C@@H:4]2[C:2](=[O:3])[CH3:1])[CH2:20]1, predict the reactants needed to synthesize it. The reactants are: [CH3:1][C:2]([C@@H:4]1[C@@:8]2([CH3:23])[CH2:9][CH2:10][C@@H:11]3[C@@:16]4([CH3:22])[CH2:17][CH2:18][C@H:19]([OH:21])[CH2:20][C:15]4=[CH:14][CH2:13][C@H:12]3[C@@H:7]2[CH2:6][CH2:5]1)=[O:3].C(O)(=O)C. (2) Given the product [C:16]([O:15][C:13]([NH:9][CH2:8][C:7]1[CH:10]=[CH:11][CH:12]=[C:5]([N+:2]([O-:4])=[O:3])[CH:6]=1)=[O:14])([CH3:19])([CH3:18])[CH3:17], predict the reactants needed to synthesize it. The reactants are: Cl.[N+:2]([C:5]1[CH:6]=[C:7]([CH:10]=[CH:11][CH:12]=1)[CH2:8][NH2:9])([O-:4])=[O:3].[C:13](O[C:13]([O:15][C:16]([CH3:19])([CH3:18])[CH3:17])=[O:14])([O:15][C:16]([CH3:19])([CH3:18])[CH3:17])=[O:14].C(N(CC)CC)C. (3) Given the product [CH:19]1([C:24]([NH:1][C@H:2]([C:4]([OH:6])=[O:5])[CH3:3])=[O:25])[CH2:23][CH2:22][CH2:21][CH2:20]1, predict the reactants needed to synthesize it. The reactants are: [NH2:1][C@H:2]([C:4]([OH:6])=[O:5])[CH3:3].C(N(CC)CC)C.C[Si](Cl)(C)C.[CH:19]1([C:24](Cl)=[O:25])[CH2:23][CH2:22][CH2:21][CH2:20]1. (4) Given the product [CH3:1][C:2]1[CH:6]=[C:5]([C:7]2[CH2:11][C:10]([C:16]3[CH:17]=[C:18]([Cl:24])[C:19]([Cl:23])=[C:20]([Cl:22])[CH:21]=3)([C:12]([F:14])([F:13])[F:15])[O:9][N:8]=2)[O:4][C:3]=1[CH2:25][NH:32][C:30]([CH:27]1[CH2:29][CH2:28]1)=[O:31], predict the reactants needed to synthesize it. The reactants are: [CH3:1][C:2]1[CH:6]=[C:5]([C:7]2[CH2:11][C:10]([C:16]3[CH:21]=[C:20]([Cl:22])[C:19]([Cl:23])=[C:18]([Cl:24])[CH:17]=3)([C:12]([F:15])([F:14])[F:13])[O:9][N:8]=2)[O:4][C:3]=1[CH:25]=O.[CH:27]1([C:30]([NH2:32])=[O:31])[CH2:29][CH2:28]1.FC(F)(F)C(O)=O.C([SiH](CC)CC)C. (5) Given the product [Cl:1][C:2]1[CH:3]=[C:4]2[C:8](=[CH:9][CH:10]=1)[NH:7][C:6]([C:11]([NH:13][C@@H:14]1[CH2:19][CH2:18][C@@H:17]([C:20]([OH:22])=[O:21])[CH2:16][C@@H:15]1[NH:25][C:26]([C:28]1[S:29][C:30]3[CH2:31][N:32]([CH3:37])[CH2:33][CH2:34][C:35]=3[N:36]=1)=[O:27])=[O:12])=[CH:5]2, predict the reactants needed to synthesize it. The reactants are: [Cl:1][C:2]1[CH:3]=[C:4]2[C:8](=[CH:9][CH:10]=1)[NH:7][C:6]([C:11]([NH:13][C@@H:14]1[CH2:19][CH2:18][C@@H:17]([C:20]([O:22]CC)=[O:21])[CH2:16][C@@H:15]1[NH:25][C:26]([C:28]1[S:29][C:30]3[CH2:31][N:32]([CH3:37])[CH2:33][CH2:34][C:35]=3[N:36]=1)=[O:27])=[O:12])=[CH:5]2.C(O)C.[OH-].[Na+].Cl. (6) Given the product [CH3:1][N:2]1[C@@H:18]2[CH2:19][C:7]3[CH:8]=[CH:9][C:10]([O:21][CH3:22])=[C:11]4[O:12][C@H:13]5[C@@H:14]([OH:20])[CH:15]=[CH:16][C@@H:17]2[C@:5]5([C:6]=34)[CH2:4][CH2:3]1, predict the reactants needed to synthesize it. The reactants are: [CH3:1][N:2]1[C@@H:18]2[CH2:19][C:7]3[CH:8]=[CH:9][C:10]([O:21][CH3:22])=[C:11]4[O:12][C@H:13]5[C@@H:14]([OH:20])[CH:15]=[CH:16][C@@H:17]2[C@:5]5([C:6]=34)[CH2:4][CH2:3]1.O.OP(O)(O)=O. (7) The reactants are: [Si]([O:8][CH:9]([C:22]1[O:23][C:24]([C:27]2[N:36]=[CH:35][CH:34]=[CH:33][C:28]=2[C:29]([O:31][CH3:32])=[O:30])=[CH:25][N:26]=1)[CH2:10][CH2:11][CH2:12][CH2:13][CH2:14][CH2:15][C:16]1[CH:21]=[CH:20][CH:19]=[CH:18][CH:17]=1)(C(C)(C)C)(C)C.[Si](OC(C1OC([Sn](CCCC)(CCCC)CCCC)=CN=1)CCCCCCC1C=CC=CC=1)(C(C)(C)C)(C)C.ClC1N=CC=CC=1C(OC)=O. Given the product [C:16]1([CH2:15][CH2:14][CH2:13][CH2:12][CH2:11][CH2:10][C:9]([C:22]2[O:23][C:24]([C:27]3[N:36]=[CH:35][CH:34]=[CH:33][C:28]=3[C:29]([O:31][CH3:32])=[O:30])=[CH:25][N:26]=2)=[O:8])[CH:21]=[CH:20][CH:19]=[CH:18][CH:17]=1, predict the reactants needed to synthesize it. (8) Given the product [CH3:1][O:2][C:3]1[CH:8]=[C:7]([O:9][CH3:10])[CH:6]=[CH:5][C:4]=1[C:11]1[C:12]2[N:13]([N:18]=[C:19]([NH:21][C:23]3[CH:28]=[CH:27][C:26]([N:29]4[CH:33]=[C:32]([CH3:34])[N:31]=[CH:30]4)=[C:25]([O:35][CH3:36])[CH:24]=3)[N:20]=2)[CH:14]=[C:15]([CH3:17])[CH:16]=1, predict the reactants needed to synthesize it. The reactants are: [CH3:1][O:2][C:3]1[CH:8]=[C:7]([O:9][CH3:10])[CH:6]=[CH:5][C:4]=1[C:11]1[C:12]2[N:13]([N:18]=[C:19]([NH2:21])[N:20]=2)[CH:14]=[C:15]([CH3:17])[CH:16]=1.Br[C:23]1[CH:28]=[CH:27][C:26]([N:29]2[CH:33]=[C:32]([CH3:34])[N:31]=[CH:30]2)=[C:25]([O:35][CH3:36])[CH:24]=1.C(Cl)Cl. (9) Given the product [CH3:1][NH:2][CH2:3][CH2:4][C:5]([S:7]([NH2:10])(=[O:9])=[O:8])=[O:6], predict the reactants needed to synthesize it. The reactants are: [CH3:1][N:2](C(OCC1C=CC=CC=1)=O)[CH2:3][CH2:4][C:5]([S:7]([NH2:10])(=[O:9])=[O:8])=[O:6].Br.